The task is: Predict the product of the given reaction.. This data is from Forward reaction prediction with 1.9M reactions from USPTO patents (1976-2016). (1) The product is: [C:28]1([C:34]2[C:42]3[S:41][C:40]4[C:43]([C:47]5[CH:48]=[CH:49][C:50]6[N:51]([C:2]7[CH:3]=[CH:4][C:5]([C:8]8[C:21]9[C:16]([C:15]([C:22]%10[CH:27]=[CH:26][CH:25]=[CH:24][CH:23]=%10)=[C:14]%10[C:9]=8[CH:10]=[CH:11][CH:12]=[CH:13]%10)=[CH:17][CH:18]=[CH:19][CH:20]=9)=[CH:6][CH:7]=7)[C:52]7[C:57]([C:58]=6[CH:59]=5)=[CH:56][CH:55]=[CH:54][CH:53]=7)=[CH:44][CH:45]=[CH:46][C:39]=4[C:38]=3[CH:37]=[CH:36][CH:35]=2)[CH:29]=[CH:30][CH:31]=[CH:32][CH:33]=1. Given the reactants Br[C:2]1[CH:7]=[CH:6][C:5]([C:8]2[C:9]3[C:14]([C:15]([C:22]4[CH:27]=[CH:26][CH:25]=[CH:24][CH:23]=4)=[C:16]4[C:21]=2[CH:20]=[CH:19][CH:18]=[CH:17]4)=[CH:13][CH:12]=[CH:11][CH:10]=3)=[CH:4][CH:3]=1.[C:28]1([C:34]2[C:42]3[S:41][C:40]4[C:43]([C:47]5[CH:48]=[CH:49][C:50]6[NH:51][C:52]7[C:57]([C:58]=6[CH:59]=5)=[CH:56][CH:55]=[CH:54][CH:53]=7)=[CH:44][CH:45]=[CH:46][C:39]=4[C:38]=3[CH:37]=[CH:36][CH:35]=2)[CH:33]=[CH:32][CH:31]=[CH:30][CH:29]=1.CC(C)([O-])C.[Na+].C(P(C(C)(C)C)C(C)(C)C)(C)(C)C, predict the reaction product. (2) Given the reactants Br[C:2]1[CH:11]=[C:10](OC)[CH:9]=[CH:8][C:3]=1[C:4](OC)=O.[C:14]1([CH3:20])[CH:19]=[CH:18][CH:17]=[CH:16][CH:15]=1.N#N, predict the reaction product. The product is: [C:3]1([C:4]#[C:20][C:14]2[CH:19]=[CH:18][CH:17]=[CH:16][CH:15]=2)[CH:8]=[CH:9][CH:10]=[CH:11][CH:2]=1. (3) Given the reactants [NH2:1][C:2]1[CH:7]=[CH:6][C:5]([S:8][C:9]2[N:14]=[C:13]([NH:15][C:16]3[NH:20][N:19]=[C:18]([CH3:21])[CH:17]=3)[CH:12]=[C:11]([N:22]3[CH2:25][CH2:24][CH2:23]3)[N:10]=2)=[CH:4][CH:3]=1.[C:26]1([CH3:35])[CH:31]=[CH:30][C:29]([C:32](Cl)=[O:33])=[CH:28][CH:27]=1, predict the reaction product. The product is: [CH3:21][C:18]1[CH:17]=[C:16]([NH:15][C:13]2[CH:12]=[C:11]([N:22]3[CH2:23][CH2:24][CH2:25]3)[N:10]=[C:9]([S:8][C:5]3[CH:6]=[CH:7][C:2]([NH:1][C:32](=[O:33])[C:29]4[CH:30]=[CH:31][C:26]([CH3:35])=[CH:27][CH:28]=4)=[CH:3][CH:4]=3)[N:14]=2)[NH:20][N:19]=1. (4) Given the reactants C(#N)C.[CH:4]([C:7]([CH:9]([CH3:11])[CH3:10])=[O:8])([CH3:6])[CH3:5].[I-].[Na+].Cl[Si:15]([CH3:18])([CH3:17])[CH3:16], predict the reaction product. The product is: [CH3:5][C:4](=[C:7]([O:8][Si:15]([CH3:18])([CH3:17])[CH3:16])[CH:9]([CH3:11])[CH3:10])[CH3:6].